From a dataset of Reaction yield outcomes from USPTO patents with 853,638 reactions. Predict the reaction yield, written as a fraction of the theoretical maximum amount of product (1.0 means a 100% yield; for example, 0.34 means a 34% yield). (1) The reactants are [CH3:1][C:2]1[CH:6]=[C:5]([CH3:7])[N:4]([C:8]2[N:16]=[C:15]3[C:11]([N:12]=[CH:13][NH:14]3)=[C:10]([NH:17][C:18]3[CH:23]=[CH:22][CH:21]=[CH:20][CH:19]=3)[N:9]=2)[N:3]=1.Br[CH2:25][CH2:26][O:27][CH3:28].C(=O)([O-])[O-].[K+].[K+].C(#N)C. The catalyst is O. The product is [CH3:1][C:2]1[CH:6]=[C:5]([CH3:7])[N:4]([C:8]2[N:16]=[C:15]3[C:11]([N:12]=[CH:13][N:14]3[CH2:25][CH2:26][O:27][CH3:28])=[C:10]([NH:17][C:18]3[CH:23]=[CH:22][CH:21]=[CH:20][CH:19]=3)[N:9]=2)[N:3]=1. The yield is 0.0900. (2) The reactants are [CH2:1]([O:19][C:20]1[C:33]([O:34][CH2:35][CH2:36][CH2:37][CH2:38][CH2:39][CH2:40][CH2:41][CH2:42][CH2:43][CH2:44][CH2:45][CH2:46][CH2:47][CH2:48][CH2:49][CH2:50][CH2:51][CH3:52])=[C:32]([O:53][CH2:54][CH2:55][CH2:56][CH2:57][CH2:58][CH2:59][CH2:60][CH2:61][CH2:62][CH2:63][CH2:64][CH2:65][CH2:66][CH2:67][CH2:68][CH2:69][CH2:70][CH3:71])[CH:31]=[CH:30][C:21]=1[CH:22](O)[C:23]1[CH:28]=[CH:27][CH:26]=[CH:25][CH:24]=1)[CH2:2][CH2:3][CH2:4][CH2:5][CH2:6][CH2:7][CH2:8][CH2:9][CH2:10][CH2:11][CH2:12][CH2:13][CH2:14][CH2:15][CH2:16][CH2:17][CH3:18].[C:72]([NH2:89])([O:74][CH2:75][CH:76]1[C:88]2[C:83](=[CH:84][CH:85]=[CH:86][CH:87]=2)[C:82]2[C:77]1=[CH:78][CH:79]=[CH:80][CH:81]=2)=[O:73].CS(O)(=O)=O.C(O)(C1C=CC=CC=1)C1C=CC=CC=1.C(=O)([O-])O.[Na+]. The catalyst is C1(C)C=CC=CC=1. The product is [C:72]([NH:89][CH:22]([C:23]1[CH:28]=[CH:27][CH:26]=[CH:25][CH:24]=1)[C:21]1[CH:30]=[CH:31][C:32]([O:53][CH2:54][CH2:55][CH2:56][CH2:57][CH2:58][CH2:59][CH2:60][CH2:61][CH2:62][CH2:63][CH2:64][CH2:65][CH2:66][CH2:67][CH2:68][CH2:69][CH2:70][CH3:71])=[C:33]([O:34][CH2:35][CH2:36][CH2:37][CH2:38][CH2:39][CH2:40][CH2:41][CH2:42][CH2:43][CH2:44][CH2:45][CH2:46][CH2:47][CH2:48][CH2:49][CH2:50][CH2:51][CH3:52])[C:20]=1[O:19][CH2:1][CH2:2][CH2:3][CH2:4][CH2:5][CH2:6][CH2:7][CH2:8][CH2:9][CH2:10][CH2:11][CH2:12][CH2:13][CH2:14][CH2:15][CH2:16][CH2:17][CH3:18])([O:74][CH2:75][CH:76]1[C:88]2[C:83](=[CH:84][CH:85]=[CH:86][CH:87]=2)[C:82]2[C:77]1=[CH:78][CH:79]=[CH:80][CH:81]=2)=[O:73]. The yield is 0.980. (3) The reactants are [CH3:1][C:2]([C:6]1[CH:11]=[CH:10][C:9]([N+:12]([O-:14])=[O:13])=[CH:8][CH:7]=1)([CH3:5])[CH2:3][OH:4].[Si:15](Cl)([C:18]([CH3:21])([CH3:20])[CH3:19])([CH3:17])[CH3:16].N1C=CN=C1. The catalyst is C(Cl)Cl. The product is [C:18]([Si:15]([CH3:17])([CH3:16])[O:4][CH2:3][C:2]([CH3:1])([C:6]1[CH:11]=[CH:10][C:9]([N+:12]([O-:14])=[O:13])=[CH:8][CH:7]=1)[CH3:5])([CH3:21])([CH3:20])[CH3:19]. The yield is 0.650. (4) The reactants are [CH3:1][CH:2]1[C:6](=[O:7])[CH2:5][CH2:4][C:3]1=[O:8].CI.[OH-].[K+].O1CCOC[CH2:14]1. The catalyst is O. The product is [CH3:1][C:2]1([CH3:14])[C:6](=[O:7])[CH2:5][CH2:4][C:3]1=[O:8]. The yield is 0.930. (5) The reactants are [Cl:1][C:2]1[CH:3]=[C:4]2[C:10]([CH:11]([C:13]3[CH:18]=[C:17]([O:19][CH3:20])[C:16]([O:21][CH2:22][C:23]4[N:27]([CH3:28])[C:26]5[CH:29]=[CH:30][CH:31]=[CH:32][C:25]=5[N:24]=4)=[CH:15][C:14]=3[F:33])O)=[CH:9][N:8]([Si](C(C)C)(C(C)C)C(C)C)[C:5]2=[N:6][CH:7]=1.C(#N)C.C([SiH](CC)CC)C.FC(F)(F)C(O)=O. No catalyst specified. The product is [Cl:1][C:2]1[CH:3]=[C:4]2[C:10]([CH2:11][C:13]3[C:14]([F:33])=[CH:15][C:16]([O:21][CH2:22][C:23]4[N:27]([CH3:28])[C:26]5[CH:29]=[CH:30][CH:31]=[CH:32][C:25]=5[N:24]=4)=[C:17]([O:19][CH3:20])[CH:18]=3)=[CH:9][NH:8][C:5]2=[N:6][CH:7]=1. The yield is 0.340. (6) The reactants are C([O:4][CH2:5][C:6]1[CH:11]=[C:10]([O:12][CH2:13][CH2:14][CH2:15][S:16]([CH3:19])(=[O:18])=[O:17])[CH:9]=[C:8]([CH3:20])[C:7]=1[C:21]1[CH:26]=[CH:25][CH:24]=[C:23]([CH2:27][O:28][C:29]2[CH:42]=[CH:41][C:32]3[C@H:33]([CH2:36][C:37]([O:39]C)=[O:38])[CH2:34][O:35][C:31]=3[CH:30]=2)[CH:22]=1)(=O)C.CO.[OH-].[Na+].Cl. The catalyst is O.O1CCCC1. The product is [OH:4][CH2:5][C:6]1[CH:11]=[C:10]([O:12][CH2:13][CH2:14][CH2:15][S:16]([CH3:19])(=[O:18])=[O:17])[CH:9]=[C:8]([CH3:20])[C:7]=1[C:21]1[CH:26]=[CH:25][CH:24]=[C:23]([CH2:27][O:28][C:29]2[CH:42]=[CH:41][C:32]3[C@H:33]([CH2:36][C:37]([OH:39])=[O:38])[CH2:34][O:35][C:31]=3[CH:30]=2)[CH:22]=1. The yield is 0.510. (7) The reactants are [Cl:1][C:2]1[CH:3]=[C:4]2[C:9](=[CH:10][C:11]=1[O:12][CH3:13])[N:8]=[C:7]([O:14][CH3:15])[C:6]([C:16](=O)[CH3:17])=[CH:5]2.[CH3:19][C:20]([S@:23]([NH2:25])=[O:24])([CH3:22])[CH3:21]. The catalyst is C1COCC1.C1(C)C=CC=CC=1.CC(O[Ti](OC(C)C)(OC(C)C)OC(C)C)C. The product is [Cl:1][C:2]1[CH:3]=[C:4]2[C:9](=[CH:10][C:11]=1[O:12][CH3:13])[N:8]=[C:7]([O:14][CH3:15])[C:6](/[C:16](=[N:25]/[S@@:23]([C:20]([CH3:22])([CH3:21])[CH3:19])=[O:24])/[CH3:17])=[CH:5]2. The yield is 0.820. (8) The reactants are [C:1]([O:5][C:6]([N:8]([C:13]1[CH:14]=[C:15]([CH:23]=[CH:24][C:25]=1[O:26][CH3:27])[C:16]([O:18][CH2:19][C:20]([OH:22])=[O:21])=[O:17])[S:9]([CH3:12])(=[O:11])=[O:10])=[O:7])([CH3:4])([CH3:3])[CH3:2].[Cl:28][C:29]1[CH:30]=[N+:31]([O-:54])[CH:32]=[C:33]([Cl:53])[C:34]=1[CH2:35][C@@H:36]([C:38]1[CH:43]=[CH:42][C:41]([O:44][CH:45]([F:47])[F:46])=[C:40]([O:48][CH2:49][CH:50]2[CH2:52][CH2:51]2)[CH:39]=1)O.C(Cl)CCl. The catalyst is CN(C1C=CN=CC=1)C.C(Cl)Cl. The product is [C:1]([O:5][C:6]([N:8]([C:13]1[CH:14]=[C:15]([CH:23]=[CH:24][C:25]=1[O:26][CH3:27])[C:16]([O:18][CH2:19][C:20]([O:22][C@H:36]([C:38]1[CH:43]=[CH:42][C:41]([O:44][CH:45]([F:46])[F:47])=[C:40]([O:48][CH2:49][CH:50]2[CH2:51][CH2:52]2)[CH:39]=1)[CH2:35][C:34]1[C:33]([Cl:53])=[CH:32][N+:31]([O-:54])=[CH:30][C:29]=1[Cl:28])=[O:21])=[O:17])[S:9]([CH3:12])(=[O:11])=[O:10])=[O:7])([CH3:4])([CH3:3])[CH3:2]. The yield is 0.770. (9) The reactants are [Br:1][C:2]1[N:3]=[C:4]([C:9]2[O:10][C:11]([C:14]3[CH:19]=[CH:18][C:17]([CH2:20]Br)=[CH:16][C:15]=3[O:22][CH3:23])=[N:12][N:13]=2)[C:5]([NH2:8])=[N:6][CH:7]=1.C(=O)([O-])[O-].[Na+].[Na+].[CH3:30][NH2:31]. The catalyst is C1COCC1.O. The product is [Br:1][C:2]1[N:3]=[C:4]([C:9]2[O:10][C:11]([C:14]3[CH:19]=[CH:18][C:17]([CH2:20][NH:31][CH3:30])=[CH:16][C:15]=3[O:22][CH3:23])=[N:12][N:13]=2)[C:5]([NH2:8])=[N:6][CH:7]=1. The yield is 0.920. (10) The reactants are [CH3:1][NH2:2].[F:3][C:4]1[CH:9]=[CH:8][C:7]([C:10]2[C:15](/[CH:16]=[CH:17]/[C@@H:18]([OH:26])[CH2:19][C@@H:20]([OH:25])[CH2:21][C:22]([OH:24])=[O:23])=[C:14]([CH:27]([CH3:29])[CH3:28])[N:13]=[C:12]([N:30]([CH3:35])[S:31]([CH3:34])(=[O:33])=[O:32])[N:11]=2)=[CH:6][CH:5]=1. The catalyst is CO. The product is [F:3][C:4]1[CH:9]=[CH:8][C:7]([C:10]2[C:15](/[CH:16]=[CH:17]/[C@@H:18]([OH:26])[CH2:19][C@@H:20]([OH:25])[CH2:21][C:22]([O-:24])=[O:23])=[C:14]([CH:27]([CH3:29])[CH3:28])[N:13]=[C:12]([N:30]([CH3:35])[S:31]([CH3:34])(=[O:33])=[O:32])[N:11]=2)=[CH:6][CH:5]=1.[CH3:1][NH3+:2]. The yield is 0.879.